This data is from Catalyst prediction with 721,799 reactions and 888 catalyst types from USPTO. The task is: Predict which catalyst facilitates the given reaction. (1) Reactant: [H-].[Na+].P([CH2:7][C:8]([O:10][CH2:11][CH3:12])=[O:9])(O)(O)=O.[Br:13][C:14]1[CH:15]=[C:16]([CH:21]=O)[CH:17]=[N:18][C:19]=1[CH3:20].O. Product: [Br:13][C:14]1[CH:15]=[C:16](/[CH:21]=[CH:7]/[C:8]([O:10][CH2:11][CH3:12])=[O:9])[CH:17]=[N:18][C:19]=1[CH3:20]. The catalyst class is: 57. (2) Reactant: [Br:1][C:2]1[CH:9]=[CH:8][C:5]([NH:6][CH3:7])=[C:4]([N+:10]([O-:12])=[O:11])[C:3]=1F.C(=O)([O-])[O-].[Cs+].[Cs+].[C:20]1([SH:26])[CH:25]=[CH:24][CH:23]=[CH:22][CH:21]=1. Product: [Br:1][C:2]1[CH:9]=[CH:8][C:5]([NH:6][CH3:7])=[C:4]([N+:10]([O-:12])=[O:11])[C:3]=1[S:26][C:20]1[CH:25]=[CH:24][CH:23]=[CH:22][CH:21]=1. The catalyst class is: 288.